This data is from Reaction yield outcomes from USPTO patents with 853,638 reactions. The task is: Predict the reaction yield, written as a fraction of the theoretical maximum amount of product (1.0 means a 100% yield; for example, 0.34 means a 34% yield). (1) The reactants are [N+:1]([C:4]1[CH:5]=[C:6](O)[CH:7]=[CH:8][CH:9]=1)([O-:3])=[O:2].ClC[C:13]1[O:17][C:16]([C:18]([O:20][CH3:21])=[O:19])=[CH:15][CH:14]=1.[C:22]([O-])([O-])=[O:23].[K+].[K+]. The catalyst is CC(C)=O.O. The product is [N+:1]([C:4]1[CH:5]=[CH:6][C:7]([O:23][CH2:22][C:14]2[CH:15]=[C:16]([C:18]([O:20][CH3:21])=[O:19])[O:17][CH:13]=2)=[CH:8][CH:9]=1)([O-:3])=[O:2]. The yield is 0.900. (2) The reactants are [F:1][C:2]([F:13])([F:12])[C:3]1[CH:4]=[C:5]([CH:9]([NH2:11])[CH3:10])[CH:6]=[CH:7][CH:8]=1.[C:14]1(=[O:20])[O:19][C:17](=[O:18])[CH2:16][CH2:15]1.CC(=O)OCC.CO. The catalyst is CCOCC. The product is [O:20]=[C:14]([NH:11][CH:9]([C:5]1[CH:6]=[CH:7][CH:8]=[C:3]([C:2]([F:12])([F:13])[F:1])[CH:4]=1)[CH3:10])[CH2:15][CH2:16][C:17]([OH:19])=[O:18]. The yield is 0.550.